This data is from Forward reaction prediction with 1.9M reactions from USPTO patents (1976-2016). The task is: Predict the product of the given reaction. Given the reactants [CH3:1][C:2]1([O:8][C:9](=[O:12])[NH:10]N)[CH2:7][CH2:6][CH2:5][CH2:4][CH2:3]1.CC(O)=O.N([O-])=O.[Na+].N[C@@H:22]([C:26]([OH:28])=[O:27])[C@H:23]([CH3:25])[OH:24].C([O-])([O-])=O.[Na+].[Na+].Cl, predict the reaction product. The product is: [OH:24][C@H:23]([CH3:25])[C@H:22]([NH:10][C:9]([O:8][C:2]1([CH3:1])[CH2:7][CH2:6][CH2:5][CH2:4][CH2:3]1)=[O:12])[C:26]([OH:28])=[O:27].